Predict which catalyst facilitates the given reaction. From a dataset of Catalyst prediction with 721,799 reactions and 888 catalyst types from USPTO. (1) Reactant: [S:1]1[C:5]2[CH:6]=[C:7]([N:10]3[CH2:14][CH:13]([C:15]([F:18])([F:17])[F:16])[NH:12][C:11]3=[O:19])[CH:8]=[CH:9][C:4]=2[N:3]=[CH:2]1.Br[C:21]1[CH:22]=[N:23][CH:24]=[CH:25][CH:26]=1.C1(N)CCCCC1N.P([O-])([O-])([O-])=O.[K+].[K+].[K+]. Product: [S:1]1[C:5]2[CH:6]=[C:7]([N:10]3[CH2:14][CH:13]([C:15]([F:17])([F:18])[F:16])[N:12]([C:21]4[CH:22]=[N:23][CH:24]=[CH:25][CH:26]=4)[C:11]3=[O:19])[CH:8]=[CH:9][C:4]=2[N:3]=[CH:2]1. The catalyst class is: 246. (2) Reactant: [C:1]([C:3]1[CH:12]=[CH:11][C:6]([C:7]([O:9]C)=O)=[CH:5][CH:4]=1)#[N:2].[CH3:13][S:14]([C:17]1[CH:22]=[CH:21][C:20]([Br:23])=[CH:19][CH:18]=1)(=[O:16])=[O:15].[H-].[Na+]. Product: [Br:23][C:20]1[CH:21]=[CH:22][C:17]([S:14]([CH2:13][C:7]([C:6]2[CH:5]=[CH:4][C:3]([C:1]#[N:2])=[CH:12][CH:11]=2)=[O:9])(=[O:16])=[O:15])=[CH:18][CH:19]=1. The catalyst class is: 57. (3) Reactant: [OH:1][C:2]1[CH:9]=[CH:8][C:5]([C:6]#[N:7])=[CH:4][C:3]=1[O:10][CH3:11].C(=O)([O-])[O-].[K+].[K+].[CH:18](I)([CH3:20])[CH3:19]. Product: [CH:18]([O:1][C:2]1[CH:9]=[CH:8][C:5]([C:6]#[N:7])=[CH:4][C:3]=1[O:10][CH3:11])([CH3:20])[CH3:19]. The catalyst class is: 21. (4) Reactant: [CH3:1][C:2]1[CH:3]=[CH:4][N:5]2[CH:10]=[C:9]([CH:11]=[O:12])[N:8]([C:13]3[CH:18]=[CH:17][CH:16]=[CH:15][CH:14]=3)[C:7](=[O:19])[C:6]=12.[CH3:20][Mg]I.CCOCC. Product: [OH:12][CH:11]([C:9]1[N:8]([C:13]2[CH:14]=[CH:15][CH:16]=[CH:17][CH:18]=2)[C:7](=[O:19])[C:6]2[N:5]([CH:4]=[CH:3][C:2]=2[CH3:1])[CH:10]=1)[CH3:20]. The catalyst class is: 1. (5) Reactant: [OH:1][C:2]1[CH:3]=[C:4]([C:14]2[N:15](C(OC(C)(C)C)=O)[C:16]([C:19]3[S:20][CH:21]=[CH:22][N:23]=3)=[CH:17][CH:18]=2)[CH:5]=[C:6]([O:8][C@@H:9]([CH3:13])[CH2:10][O:11][CH3:12])[CH:7]=1.[F:31][C:32]1[CH:33]=[C:34]([S:39]([N:42]([CH3:44])[CH3:43])(=[O:41])=[O:40])[CH:35]=[CH:36][C:37]=1F.[H-].[Na+].[Cl-].[NH4+]. Product: [F:31][C:32]1[CH:33]=[C:34]([S:39]([N:42]([CH3:44])[CH3:43])(=[O:41])=[O:40])[CH:35]=[CH:36][C:37]=1[O:1][C:2]1[CH:3]=[C:4]([C:14]2[NH:15][C:16]([C:19]3[S:20][CH:21]=[CH:22][N:23]=3)=[CH:17][CH:18]=2)[CH:5]=[C:6]([O:8][C@@H:9]([CH3:13])[CH2:10][O:11][CH3:12])[CH:7]=1. The catalyst class is: 60. (6) Reactant: [N+:1]([C:4]1[C:5]([C:15]([O:17]C)=[O:16])=[N:6][N:7]([C:9]2[CH:14]=[CH:13][CH:12]=[CH:11][CH:10]=2)[CH:8]=1)([O-:3])=[O:2].[OH-].[K+]. Product: [N+:1]([C:4]1[C:5]([C:15]([OH:17])=[O:16])=[N:6][N:7]([C:9]2[CH:14]=[CH:13][CH:12]=[CH:11][CH:10]=2)[CH:8]=1)([O-:3])=[O:2]. The catalyst class is: 1. (7) Reactant: CO.[Cl:3][C:4]1[CH:5]=[CH:6][C:7]([N:34]2[CH:38]=[N:37][N:36]=[N:35]2)=[C:8]([C:10]2[CH:18]=[C:17]3[N:13]([CH:14]([C:19]4[NH:20][C:21]([C:24]5[CH:31]=[CH:30][C:27]([C:28]#[N:29])=[C:26](F)[CH:25]=5)=[CH:22][N:23]=4)[CH2:15][CH2:16]3)[C:12](=[O:33])[CH:11]=2)[CH:9]=1.O.[NH2:40][NH2:41]. Product: [NH2:29][C:28]1[C:27]2[C:26](=[CH:25][C:24]([C:21]3[NH:20][C:19]([CH:14]4[N:13]5[C:17](=[CH:18][C:10]([C:8]6[CH:9]=[C:4]([Cl:3])[CH:5]=[CH:6][C:7]=6[N:34]6[CH:38]=[N:37][N:36]=[N:35]6)=[CH:11][C:12]5=[O:33])[CH2:16][CH2:15]4)=[N:23][CH:22]=3)=[CH:31][CH:30]=2)[NH:41][N:40]=1. The catalyst class is: 6.